Dataset: Forward reaction prediction with 1.9M reactions from USPTO patents (1976-2016). Task: Predict the product of the given reaction. (1) Given the reactants C[O:2][C:3](=[O:22])[C:4]1[CH:9]=[C:8]([C:10]#[C:11][C:12]2[CH:17]=[CH:16][CH:15]=[CH:14][CH:13]=2)[CH:7]=[CH:6][C:5]=1[O:18][CH:19]([CH3:21])[CH3:20], predict the reaction product. The product is: [CH:19]([O:18][C:5]1[CH:6]=[CH:7][C:8]([C:10]#[C:11][C:12]2[CH:13]=[CH:14][CH:15]=[CH:16][CH:17]=2)=[CH:9][C:4]=1[C:3]([OH:22])=[O:2])([CH3:21])[CH3:20]. (2) Given the reactants Cl[C:2]1[CH:7]=[C:6]([C:8]2[CH:38]=[CH:37][C:11]3[N:12]([C:15]4[S:19][C:18]([C:20]([O:22][CH3:23])=[O:21])=[C:17]([O:24][C@@H:25]([C:27]5[CH:32]=[CH:31][CH:30]=[CH:29][C:28]=5[C:33]([F:36])([F:35])[F:34])[CH3:26])[CH:16]=4)[CH:13]=[N:14][C:10]=3[CH:9]=2)[CH:5]=[CH:4][N:3]=1.[C:39](=[NH:52])([C:46]1[CH:51]=[CH:50][CH:49]=[CH:48][CH:47]=1)[C:40]1[CH:45]=[CH:44][CH:43]=[CH:42][CH:41]=1.C(=O)([O-])[O-].[Cs+].[Cs+], predict the reaction product. The product is: [C:40]1([C:39](=[N:52][C:2]2[CH:7]=[C:6]([C:8]3[CH:38]=[CH:37][C:11]4[N:12]([C:15]5[S:19][C:18]([C:20]([O:22][CH3:23])=[O:21])=[C:17]([O:24][C@@H:25]([C:27]6[CH:32]=[CH:31][CH:30]=[CH:29][C:28]=6[C:33]([F:34])([F:35])[F:36])[CH3:26])[CH:16]=5)[CH:13]=[N:14][C:10]=4[CH:9]=3)[CH:5]=[CH:4][N:3]=2)[C:46]2[CH:47]=[CH:48][CH:49]=[CH:50][CH:51]=2)[CH:45]=[CH:44][CH:43]=[CH:42][CH:41]=1. (3) The product is: [CH2:5]([O:7][C:8](=[O:12])[C:9]([C:18]1[CH:17]=[CH:16][C:15]([S:20][CH:21]2[CH2:25][CH2:24][CH2:23][CH2:22]2)=[C:14]([Cl:13])[CH:19]=1)=[O:10])[CH3:6]. Given the reactants [Cl-].[Cl-].[Cl-].[Al+3].[CH2:5]([O:7][C:8](=[O:12])[C:9](Cl)=[O:10])[CH3:6].[Cl:13][C:14]1[CH:19]=[CH:18][CH:17]=[CH:16][C:15]=1[S:20][CH:21]1[CH2:25][CH2:24][CH2:23][CH2:22]1, predict the reaction product. (4) Given the reactants [NH:1]1[CH2:6][CH2:5][O:4][CH2:3][CH2:2]1.[CH2:7]([CH:9]1[O:11][CH2:10]1)[Cl:8], predict the reaction product. The product is: [Cl:8][CH2:7][CH:9]([OH:11])[CH2:10][N:1]1[CH2:6][CH2:5][O:4][CH2:3][CH2:2]1. (5) The product is: [F:1][C:2]1[CH:3]=[CH:4][C:5]([N:8]2[CH:11]([C:12]3[CH:13]=[CH:14][C:15]([O:18][CH2:43][CH2:42][CH2:41][CH2:40][CH2:39][CH2:38][I:37])=[CH:16][CH:17]=3)[CH:10]([CH2:19][CH2:20][CH:21]([C:22]3[CH:27]=[CH:26][C:25]([F:28])=[CH:24][CH:23]=3)[OH:29])[C:9]2=[O:30])=[CH:6][CH:7]=1. Given the reactants [F:1][C:2]1[CH:7]=[CH:6][C:5]([N:8]2[CH:11]([C:12]3[CH:17]=[CH:16][C:15]([OH:18])=[CH:14][CH:13]=3)[CH:10]([CH2:19][CH2:20][CH:21]([OH:29])[C:22]3[CH:27]=[CH:26][C:25]([F:28])=[CH:24][CH:23]=3)[C:9]2=[O:30])=[CH:4][CH:3]=1.C(=O)([O-])[O-].[K+].[K+].[I:37][CH:38](I)[CH2:39][CH2:40][CH2:41][CH2:42][CH3:43], predict the reaction product. (6) The product is: [ClH:39].[C:1]1([N:7]([CH2:32][CH2:33][C:34]([O:36][CH2:37][CH3:38])=[O:35])[C:8]([C:10]2[CH:31]=[CH:30][C:13]3[N:14]([CH:27]4[CH2:28][CH2:29]4)[C:15]([CH2:17][NH:18][C:19]4[CH:24]=[CH:23][C:22]([C:25](=[NH:47])[NH2:26])=[CH:21][CH:20]=4)=[N:16][C:12]=3[CH:11]=2)=[O:9])[CH:2]=[CH:3][CH:4]=[CH:5][CH:6]=1. Given the reactants [C:1]1([N:7]([CH2:32][CH2:33][C:34]([O:36][CH2:37][CH3:38])=[O:35])[C:8]([C:10]2[CH:31]=[CH:30][C:13]3[N:14]([CH:27]4[CH2:29][CH2:28]4)[C:15]([CH2:17][NH:18][C:19]4[CH:24]=[CH:23][C:22]([C:25]#[N:26])=[CH:21][CH:20]=4)=[N:16][C:12]=3[CH:11]=2)=[O:9])[CH:6]=[CH:5][CH:4]=[CH:3][CH:2]=1.[ClH:39].C(O)C.C(=O)([O-])[O-].[NH4+:47].[NH4+], predict the reaction product. (7) The product is: [CH3:11][O:12][C:13]1[CH:14]=[C:15](/[CH:25]=[CH:26]/[C:27]([NH:31][CH2:32][C:33](=[O:34])[C:35]2[CH:40]=[CH:39][CH:38]=[CH:37][CH:36]=2)=[O:29])[CH:16]=[CH:17][C:18]=1[N:19]1[CH:23]=[C:22]([CH3:24])[N:21]=[CH:20]1. Given the reactants C(P(=O)(OCC)OCC)#N.[CH3:11][O:12][C:13]1[CH:14]=[C:15](/[CH:25]=[CH:26]/[C:27]([OH:29])=O)[CH:16]=[CH:17][C:18]=1[N:19]1[CH:23]=[C:22]([CH3:24])[N:21]=[CH:20]1.Cl.[NH2:31][CH2:32][C:33]([C:35]1[CH:40]=[CH:39][CH:38]=[CH:37][CH:36]=1)=[O:34].O.C(=O)(O)[O-].[Na+], predict the reaction product.